Task: Regression/Classification. Given a drug SMILES string, predict its toxicity properties. Task type varies by dataset: regression for continuous values (e.g., LD50, hERG inhibition percentage) or binary classification for toxic/non-toxic outcomes (e.g., AMES mutagenicity, cardiotoxicity, hepatotoxicity). Dataset: herg_karim.. Dataset: hERG potassium channel inhibition data for cardiac toxicity prediction from Karim et al. (1) The molecule is CCCC[N+](Cc1cncn1Cc1ccc(C#N)cc1)C1CCN(Cc2ccccc2)C1=O. The result is 1 (blocker). (2) The result is 0 (non-blocker). The drug is COc1ccc(C2(O)CCC(N3CC(NC(=O)CNc4ncnc5ccc(C(F)(F)F)cc45)C3)CC2)cn1. (3) The drug is COc1ccc(-c2csc(NC(=O)[C@H]3CCCCN3S(=O)(=O)c3ccc(C)cc3)n2)cc1. The result is 0 (non-blocker). (4) The compound is Cc1ncoc1-c1nnc(SCCCN2CC3CC3(c3ccc(Cl)c(Cl)c3)C2)n1C. The result is 1 (blocker).